The task is: Predict the reaction yield, written as a fraction of the theoretical maximum amount of product (1.0 means a 100% yield; for example, 0.34 means a 34% yield).. This data is from Reaction yield outcomes from USPTO patents with 853,638 reactions. The product is [Cl:1][C:2]1[C:10]2[N:9]=[C:8]([C@@H:11]([NH:13][C:21]3[N:29]=[CH:28][N:27]=[C:26]4[C:22]=3[N:23]=[CH:24][NH:25]4)[CH3:12])[N:7]([C:14]3[CH:15]=[CH:16][CH:17]=[CH:18][CH:19]=3)[C:6]=2[CH:5]=[CH:4][CH:3]=1. The catalyst is C(O)CCC. The yield is 0.420. The reactants are [Cl:1][C:2]1[C:10]2[N:9]=[C:8]([C@@H:11]([NH2:13])[CH3:12])[N:7]([C:14]3[CH:19]=[CH:18][CH:17]=[CH:16][CH:15]=3)[C:6]=2[CH:5]=[CH:4][CH:3]=1.Cl[C:21]1[N:29]=[CH:28][N:27]=[C:26]2[C:22]=1[N:23]=[CH:24][NH:25]2.CCN(C(C)C)C(C)C.